Task: Predict the reactants needed to synthesize the given product.. Dataset: Full USPTO retrosynthesis dataset with 1.9M reactions from patents (1976-2016) (1) Given the product [Cl:39][C:40]1[CH:45]=[CH:44][C:43]([C:46]2([C:50]3[C:32]4[C:31](=[CH:30][CH:29]=[C:28]([O:27][CH2:26][CH2:12][NH2:13])[CH:33]=4)[C:34]([CH3:38])([CH3:37])[CH2:35][N:36]=3)[CH2:49][CH2:48][CH2:47]2)=[CH:42][CH:41]=1, predict the reactants needed to synthesize it. The reactants are: FC1C=CC(C2([C:12]3C4C(=CC=C(OCCN)C=4)CC[N:13]=3)CCC2)=CC=1.[CH3:26][O:27][C:28]1[CH:33]=[CH:32][C:31]([C:34]([CH3:38])([CH3:37])[CH2:35][NH2:36])=[CH:30][CH:29]=1.[Cl:39][C:40]1[CH:45]=[CH:44][C:43]([C:46]2([C:50](O)=O)[CH2:49][CH2:48][CH2:47]2)=[CH:42][CH:41]=1.FC1C=CC(C2(C(O)=O)CCC2)=CC=1. (2) Given the product [C:1]([C:5]1[CH:30]=[CH:29][C:8]([CH2:9][N:10]2[CH2:14][CH:13]([CH2:15][CH2:16][CH2:17][C:18]3[CH:23]=[CH:22][C:21]([O:24][CH3:25])=[C:20]([CH3:31])[CH:19]=3)[N:12]([CH3:27])[C:11]2=[O:28])=[CH:7][CH:6]=1)([CH3:4])([CH3:3])[CH3:2], predict the reactants needed to synthesize it. The reactants are: [C:1]([C:5]1[CH:30]=[CH:29][C:8]([CH2:9][N:10]2[CH2:14][CH:13]([CH2:15][CH2:16][CH2:17][C:18]3[CH:23]=[CH:22][C:21]([O:24][CH3:25])=[C:20](I)[CH:19]=3)[N:12]([CH3:27])[C:11]2=[O:28])=[CH:7][CH:6]=1)([CH3:4])([CH3:3])[CH3:2].[CH3:31]B(O)O.C(=O)([O-])[O-].[Cs+].[Cs+].